From a dataset of Full USPTO retrosynthesis dataset with 1.9M reactions from patents (1976-2016). Predict the reactants needed to synthesize the given product. (1) Given the product [NH2:21][C:20]1[CH:22]=[CH:23][C:17]([C:15]#[C:16][C:2]#[C:3][C:4]2[CH:13]=[CH:12][C:7]([C:8]([O:10][CH3:11])=[O:9])=[CH:6][CH:5]=2)=[CH:18][CH:19]=1, predict the reactants needed to synthesize it. The reactants are: Br[C:2](Br)=[CH:3][C:4]1[CH:13]=[CH:12][C:7]([C:8]([O:10][CH3:11])=[O:9])=[CH:6][CH:5]=1.[C:15]([C:17]1[CH:23]=[CH:22][C:20]([NH2:21])=[CH:19][CH:18]=1)#[CH:16].CCN(CC)CC.COC1C=CC(P(C2C=CC(OC)=CC=2)C2C=CC(OC)=CC=2)=CC=1. (2) Given the product [CH2:37]([N:44]1[CH2:16][CH:12]2[CH:13]([CH:8]([C:5]3[CH:6]=[CH:7][C:2]([F:1])=[CH:3][CH:4]=3)[N:9]([C:18]([O:20][C:21]([CH3:24])([CH3:23])[CH3:22])=[O:19])[CH2:10][CH2:11]2)[CH2:14]1)[C:38]1[CH:43]=[CH:42][CH:41]=[CH:40][CH:39]=1, predict the reactants needed to synthesize it. The reactants are: [F:1][C:2]1[CH:7]=[CH:6][C:5]([CH:8]2[CH:13]([CH2:14]O)[CH:12]([CH2:16]O)[CH2:11][CH2:10][N:9]2[C:18]([O:20][C:21]([CH3:24])([CH3:23])[CH3:22])=[O:19])=[CH:4][CH:3]=1.C(N(CC)CC)C.CS(Cl)(=O)=O.[CH2:37]([NH2:44])[C:38]1[CH:43]=[CH:42][CH:41]=[CH:40][CH:39]=1.CCOC(C)=O.[OH-].[Na+].[Na+].[Cl-].